This data is from Forward reaction prediction with 1.9M reactions from USPTO patents (1976-2016). The task is: Predict the product of the given reaction. (1) The product is: [NH:20]1[CH:19]=[C:18]([C:2]2[CH:9]=[CH:8][CH:7]=[CH:6][C:3]=2[CH:4]=[O:5])[CH:22]=[N:21]1. Given the reactants Br[C:2]1[CH:9]=[CH:8][CH:7]=[CH:6][C:3]=1[CH:4]=[O:5].CC1(C)C(C)(C)OB([C:18]2[CH:19]=[N:20][NH:21][CH:22]=2)O1.C([O-])([O-])=O.[Na+].[Na+].O, predict the reaction product. (2) Given the reactants [Br:1][C:2]1[C:3](=[O:10])[N:4]([CH3:9])[C:5](Cl)=[N:6][CH:7]=1.[F:11][C:12]1[CH:17]=[CH:16][C:15]([NH2:18])=[CH:14][CH:13]=1.C([O-])(O)=O.[Na+], predict the reaction product. The product is: [Br:1][C:2]1[C:3](=[O:10])[N:4]([CH3:9])[C:5]([NH:18][C:15]2[CH:16]=[CH:17][C:12]([F:11])=[CH:13][CH:14]=2)=[N:6][CH:7]=1.